The task is: Predict the product of the given reaction.. This data is from Forward reaction prediction with 1.9M reactions from USPTO patents (1976-2016). (1) Given the reactants [Cl:1][C:2]1[CH:7]=[C:6](Cl)[N:5]=[CH:4][N:3]=1.[OH:9][C:10]1[CH:19]=[CH:18][C:13]([C:14](OC)=O)=[CH:12][CH:11]=1.[C:20](=[O:23])([O-])[O-:21].[K+].[K+].[C:26](#N)C, predict the reaction product. The product is: [Cl:1][C:2]1[N:3]=[CH:4][N:5]=[C:6]([O:9][C:10]2[CH:11]=[CH:12][C:13]([CH2:14][C:20]([O:21][CH3:26])=[O:23])=[CH:18][CH:19]=2)[CH:7]=1. (2) Given the reactants [CH3:1][N:2]([CH3:19])[C:3]1[N:4]=[C:5]([C:13]2[CH:18]=[CH:17][CH:16]=[CH:15][CH:14]=2)[C:6]2[CH2:12][CH2:11][NH:10][CH2:9][C:7]=2[N:8]=1.CN(C(ON1N=NC2C=CC=NC1=2)=[N+](C)C)C.F[P-](F)(F)(F)(F)F.[Cl:44][C:45]1[C:53]([Cl:54])=[CH:52][CH:51]=[CH:50][C:46]=1[C:47](O)=[O:48], predict the reaction product. The product is: [Cl:44][C:45]1[C:53]([Cl:54])=[CH:52][CH:51]=[CH:50][C:46]=1[C:47]([N:10]1[CH2:11][CH2:12][C:6]2[C:5]([C:13]3[CH:18]=[CH:17][CH:16]=[CH:15][CH:14]=3)=[N:4][C:3]([N:2]([CH3:19])[CH3:1])=[N:8][C:7]=2[CH2:9]1)=[O:48]. (3) Given the reactants [C:1]([O:5][C:6]([C:8]1[O:9][C:10]2[CH:17]=[CH:16][C:15]([I:18])=[C:14]([OH:19])[C:11]=2[C:12]=1[CH3:13])=[O:7])([CH3:4])([CH3:3])[CH3:2].IC.[C:22]([O-])([O-])=O.[K+].[K+], predict the reaction product. The product is: [C:1]([O:5][C:6]([C:8]1[O:9][C:10]2[CH:17]=[CH:16][C:15]([I:18])=[C:14]([O:19][CH3:22])[C:11]=2[C:12]=1[CH3:13])=[O:7])([CH3:4])([CH3:2])[CH3:3]. (4) The product is: [NH2:29][C@H:25]1[C@@H:26]([CH3:28])[CH2:27][N:22]([C:21]2[CH:20]=[CH:19][N:18]=[CH:17][C:16]=2[NH:15][C:54](=[O:55])[C:52]2[CH:51]=[CH:50][C:49]([F:57])=[C:48]([C:42]3[C:41]([F:40])=[CH:46][CH:45]=[CH:44][C:43]=3[F:47])[N:53]=2)[CH2:23][C@H:24]1[NH:32][C:33](=[O:39])[O:34][C:35]([CH3:38])([CH3:37])[CH3:36]. Given the reactants C(Cl)CCl.C1C=NC2N(O)N=NC=2C=1.[NH2:15][C:16]1[CH:17]=[N:18][CH:19]=[CH:20][C:21]=1[N:22]1[CH2:27][C@H:26]([CH3:28])[C@H:25]([N:29]=[N+]=[N-])[C@H:24]([NH:32][C:33](=[O:39])[O:34][C:35]([CH3:38])([CH3:37])[CH3:36])[CH2:23]1.[F:40][C:41]1[CH:46]=[CH:45][CH:44]=[C:43]([F:47])[C:42]=1[C:48]1[N:53]=[C:52]([C:54](O)=[O:55])[CH:51]=[CH:50][C:49]=1[F:57].[N-]=[N+]=[N-], predict the reaction product. (5) The product is: [CH3:12][O:13][C:14]1[CH:21]=[C:20]([O:22][CH3:23])[CH:19]=[CH:18][C:15]=1[CH2:16][NH:17][S:8]([CH2:7][C:1]1[CH:6]=[CH:5][CH:4]=[CH:3][CH:2]=1)(=[O:10])=[O:9]. Given the reactants [C:1]1([CH2:7][S:8](Cl)(=[O:10])=[O:9])[CH:6]=[CH:5][CH:4]=[CH:3][CH:2]=1.[CH3:12][O:13][C:14]1[CH:21]=[C:20]([O:22][CH3:23])[CH:19]=[CH:18][C:15]=1[CH2:16][NH2:17], predict the reaction product.